From a dataset of Forward reaction prediction with 1.9M reactions from USPTO patents (1976-2016). Predict the product of the given reaction. (1) Given the reactants [NH:1]1[CH2:5][CH2:4][CH2:3][CH2:2]1.C([O-])([O-])=O.[K+].[K+].Br[C:13]1[C:14](Cl)=[N:15][CH:16]=[C:17]([CH:32]=1)[C:18]([NH:20][C:21]1[CH:26]=[CH:25][C:24]([O:27][C:28]([F:31])([F:30])[F:29])=[CH:23][CH:22]=1)=[O:19].C([Sn](CCCC)(CCCC)C(OCC)=C)CCC.C(OCC)(=O)C(OCC)=O.C(O)(=O)C.O.[NH2:67][NH2:68].[C@H:69](O)([C:75]([O-])=O)[C@@H:70](O)[C:71]([O-])=[O:72].[Na+].[K+], predict the reaction product. The product is: [OH:72][CH2:71][C:70]1[CH:69]=[C:75]([C:13]2[C:14]([N:1]3[CH2:5][CH2:4][CH2:3][CH2:2]3)=[N:15][CH:16]=[C:17]([CH:32]=2)[C:18]([NH:20][C:21]2[CH:26]=[CH:25][C:24]([O:27][C:28]([F:31])([F:30])[F:29])=[CH:23][CH:22]=2)=[O:19])[NH:68][N:67]=1. (2) The product is: [C:17]([CH2:16][CH2:15][CH2:14][N:6]1[C:5](=[O:12])[O:4][C:2](=[O:3])[C:1]2=[CH:11][CH:10]=[CH:9][CH:8]=[C:7]12)#[N:18]. Given the reactants [C:1]12[C:7](=[CH:8][CH:9]=[CH:10][CH:11]=1)[NH:6][C:5](=[O:12])[O:4][C:2]2=[O:3].Br[CH2:14][CH2:15][CH2:16][C:17]#[N:18].C(=O)([O-])[O-].[K+].[K+].CN(C)C=O, predict the reaction product. (3) The product is: [F:1][CH:2]([F:28])[O:3][C:4]1[CH:9]=[CH:8][C:7]([N:10]2[C:14]3[CH:15]=[C:16]([C:19]4[O:20][C:21]([NH:30][CH3:29])=[N:22][N:23]=4)[CH:17]=[CH:18][C:13]=3[N:12]=[CH:11]2)=[CH:6][CH:5]=1. Given the reactants [F:1][CH:2]([F:28])[O:3][C:4]1[CH:9]=[CH:8][C:7]([N:10]2[C:14]3[CH:15]=[C:16]([C:19]4[O:20][C:21](S(C)(=O)=O)=[N:22][N:23]=4)[CH:17]=[CH:18][C:13]=3[N:12]=[CH:11]2)=[CH:6][CH:5]=1.[CH3:29][NH2:30].O1CCCC1, predict the reaction product.